Dataset: Reaction yield outcomes from USPTO patents with 853,638 reactions. Task: Predict the reaction yield, written as a fraction of the theoretical maximum amount of product (1.0 means a 100% yield; for example, 0.34 means a 34% yield). (1) The reactants are C[O:2][C:3](=O)[C:4]1[CH:9]=[CH:8][CH:7]=[N:6][C:5]=1[C:10]1[CH:15]=[CH:14][C:13]([F:16])=[CH:12][C:11]=1[F:17].[H-].[H-].[H-].[H-].[Li+].[Al+3]. The catalyst is C1COCC1. The product is [F:17][C:11]1[CH:12]=[C:13]([F:16])[CH:14]=[CH:15][C:10]=1[C:5]1[C:4]([CH2:3][OH:2])=[CH:9][CH:8]=[CH:7][N:6]=1. The yield is 0.341. (2) The reactants are I(O)(=O)(=O)=O.[I:6]I.S(=O)(=O)(O)O.[Cl:13][C:14]1[C:19]([F:20])=[CH:18][CH:17]=[C:16]([Cl:21])[C:15]=1[C@H:22]([O:24][C:25]1[C:26]([NH2:31])=[N:27][CH:28]=[CH:29][CH:30]=1)[CH3:23]. The catalyst is C(O)(=O)C.O. The product is [I:6][C:29]1[CH:30]=[C:25]([O:24][C@@H:22]([C:15]2[C:16]([Cl:21])=[CH:17][CH:18]=[C:19]([F:20])[C:14]=2[Cl:13])[CH3:23])[C:26]([NH2:31])=[N:27][CH:28]=1. The yield is 0.616. (3) The reactants are C(OC([N:8](C(OC(C)(C)C)=O)[CH2:9][CH2:10][C:11]1[N:15]([CH3:16])[N:14]=[C:13]([C:17]2[CH:18]=[N:19][CH:20]=[CH:21][CH:22]=2)[N:12]=1)=O)(C)(C)C.[ClH:30]. No catalyst specified. The product is [ClH:30].[ClH:30].[CH3:16][N:15]1[C:11]([CH2:10][CH2:9][NH2:8])=[N:12][C:13]([C:17]2[CH:18]=[N:19][CH:20]=[CH:21][CH:22]=2)=[N:14]1. The yield is 1.04. (4) The reactants are O[CH:2]=[C:3]1[C:11]2[C:6](=[CH:7][C:8]([C:12]([C:14]3[CH:15]=[C:16]([NH:20][C:21]([C:23]4[N:24]([CH2:29][CH3:30])[N:25]=[C:26]([CH3:28])[CH:27]=4)=[O:22])[CH:17]=[CH:18][CH:19]=3)=[O:13])=[CH:9][CH:10]=2)[NH:5][C:4]1=[O:31].C1COCC1.[N:37]1([CH2:42][C:43]2[CH:48]=[CH:47][C:46]([NH2:49])=[CH:45][CH:44]=2)[CH2:41][CH2:40][CH2:39][CH2:38]1. The catalyst is CCOC(C)=O.CCCCCC. The product is [O:31]=[C:4]1[C:3](=[CH:2][NH:49][C:46]2[CH:45]=[CH:44][C:43]([CH2:42][N:37]3[CH2:41][CH2:40][CH2:39][CH2:38]3)=[CH:48][CH:47]=2)[C:11]2[C:6](=[CH:7][C:8]([C:12]([C:14]3[CH:15]=[C:16]([NH:20][C:21]([C:23]4[N:24]([CH2:29][CH3:30])[N:25]=[C:26]([CH3:28])[CH:27]=4)=[O:22])[CH:17]=[CH:18][CH:19]=3)=[O:13])=[CH:9][CH:10]=2)[NH:5]1. The yield is 0.250. (5) The reactants are C(N(CC)CC)C.[N:8]([C:11]1[CH:18]=[CH:17][C:14]([C:15]#[N:16])=[C:13]([C:19]([F:22])([F:21])[F:20])[CH:12]=1)=[C:9]=[S:10].[CH3:23][N:24]1[CH2:29][CH2:28][C:27]([NH:32][C:33]2[CH:38]=[CH:37][C:36]([CH3:39])=[CH:35][CH:34]=2)([C:30]#[N:31])[CH2:26][CH2:25]1.ClCCl.CC(C)=O. The catalyst is C1COCC1.CC(C)=O. The product is [NH:31]=[C:30]1[C:27]2([CH2:28][CH2:29][N:24]([CH3:23])[CH2:25][CH2:26]2)[N:32]([C:33]2[CH:34]=[CH:35][C:36]([CH3:39])=[CH:37][CH:38]=2)[C:9](=[S:10])[N:8]1[C:11]1[CH:18]=[CH:17][C:14]([C:15]#[N:16])=[C:13]([C:19]([F:20])([F:22])[F:21])[CH:12]=1. The yield is 0.260. (6) The reactants are [CH3:1][CH2:2][O:3][C:4]([C:6]1[NH:7][C:8]2[C:13]([CH:14]=1)=[CH:12][C:11]([C:15]([OH:17])=O)=[CH:10][CH:9]=2)=[O:5].F[B-](F)(F)F.N1(OC(N(C)C)=[N+](C)C)C2C=CC=CC=2N=N1.[CH:40]1([N:45]2[CH2:50][CH2:49][NH:48][CH2:47][CH2:46]2)[CH2:44][CH2:43][CH2:42][CH2:41]1.C(N(CC)C(C)C)(C)C. The catalyst is CN(C)C=O. The product is [CH2:2]([O:3][C:4]([C:6]1[NH:7][C:8]2[C:13]([CH:14]=1)=[CH:12][C:11]([C:15]([N:48]1[CH2:49][CH2:50][N:45]([CH:40]3[CH2:44][CH2:43][CH2:42][CH2:41]3)[CH2:46][CH2:47]1)=[O:17])=[CH:10][CH:9]=2)=[O:5])[CH3:1]. The yield is 0.740. (7) The reactants are [NH2:1][C:2]1[CH:3]=[C:4]([C:8]2[C:12]([C:13]3[CH:18]=[CH:17][N:16]=[C:15]([NH:19][CH3:20])[CH:14]=3)=[CH:11][N:10]([CH2:21][C:22]3[CH:27]=[CH:26][C:25]([O:28][CH3:29])=[CH:24][CH:23]=3)[N:9]=2)[CH:5]=[CH:6][CH:7]=1.[F:30][C:31]1[CH:36]=[CH:35][C:34]([F:37])=[CH:33][C:32]=1[S:38](Cl)(=[O:40])=[O:39].[Na]. The catalyst is N1C=CC=CC=1. The product is [F:30][C:31]1[CH:36]=[CH:35][C:34]([F:37])=[CH:33][C:32]=1[S:38]([NH:1][C:2]1[CH:7]=[CH:6][CH:5]=[C:4]([C:8]2[C:12]([C:13]3[CH:18]=[CH:17][N:16]=[C:15]([NH:19][CH3:20])[CH:14]=3)=[CH:11][N:10]([CH2:21][C:22]3[CH:23]=[CH:24][C:25]([O:28][CH3:29])=[CH:26][CH:27]=3)[N:9]=2)[CH:3]=1)(=[O:40])=[O:39]. The yield is 0.820.